From a dataset of Catalyst prediction with 721,799 reactions and 888 catalyst types from USPTO. Predict which catalyst facilitates the given reaction. (1) Reactant: [C:1](O)(=O)[CH2:2]/[CH:3]=[CH:4]/[CH2:5][C:6](O)=O.[NH2:11][NH:12][C:13]([NH2:15])=[S:14]. Product: [CH2:5]([C:6]1[S:14][C:13]([NH2:15])=[N:12][N:11]=1)/[CH:4]=[CH:3]/[CH2:2][C:1]1[S:14][C:13]([NH2:15])=[N:12][N:11]=1. The catalyst class is: 265. (2) Reactant: B(O)(O)[C:2]1[CH:10]=[CH:9][CH:8]=[C:7]2[C:3]=1[CH:4]=[CH:5][NH:6]2.I[C:14]1[C:22]2[C:17](=[N:18][CH:19]=[N:20][C:21]=2[NH2:23])[N:16]([CH:24]([CH3:26])[CH3:25])[N:15]=1.C([O-])([O-])=O.[Na+].[Na+].[CH3:33][CH2:34]O. Product: [CH:24]1([N:16]2[C:17]3=[N:18][CH:19]=[N:20][C:21]([NH2:23])=[C:22]3[C:14]([C:2]3[CH:10]=[CH:9][CH:8]=[C:7]4[C:3]=3[CH:4]=[CH:5][NH:6]4)=[N:15]2)[CH2:26][CH2:34][CH2:33][CH2:25]1. The catalyst class is: 104. (3) Reactant: [C:1]([O:10]C)(=[O:9])[C:2]1[C:3](=[CH:5][CH:6]=[CH:7][CH:8]=1)[OH:4].C(=O)([O-])[O-].[K+].[K+]. Product: [CH:7]1[CH:8]=[C:2]([C:1]([OH:10])=[O:9])[C:3]([OH:4])=[CH:5][CH:6]=1. The catalyst class is: 11. (4) Product: [F:15][C:16]([F:21])([F:20])[C@@H:17]([OH:18])[CH2:19][N:11]1[CH2:12][CH2:13][CH2:14][C@@H:9]([C:5]2[CH:6]=[CH:7][CH:8]=[C:3]([O:2][CH3:1])[CH:4]=2)[CH2:10]1. Reactant: [CH3:1][O:2][C:3]1[CH:4]=[C:5]([C@@H:9]2[CH2:14][CH2:13][CH2:12][NH:11][CH2:10]2)[CH:6]=[CH:7][CH:8]=1.[F:15][C:16]([F:21])([F:20])[C@@H:17]1[CH2:19][O:18]1. The catalyst class is: 10. (5) Reactant: [CH3:1][C:2]1[C:7]([O:8][C:9]2[CH:14]=[CH:13][N:12]=[C:11]([NH:15][C:16]3[CH:21]=[CH:20][CH:19]=[C:18]([CH2:22][N:23]4[CH2:28][CH2:27][NH:26][CH2:25][CH2:24]4)[CH:17]=3)[CH:10]=2)=[CH:6][CH:5]=[C:4]([CH3:29])[N:3]=1.Cl[CH2:31][CH2:32][N:33]1[CH2:37][CH2:36][NH:35][C:34]1=[O:38].CCN(C(C)C)C(C)C. Product: [CH3:1][C:2]1[C:7]([O:8][C:9]2[CH:14]=[CH:13][N:12]=[C:11]([NH:15][C:16]3[CH:17]=[C:18]([CH2:22][N:23]4[CH2:28][CH2:27][N:26]([CH2:31][CH2:32][N:33]5[CH2:37][CH2:36][NH:35][C:34]5=[O:38])[CH2:25][CH2:24]4)[CH:19]=[CH:20][CH:21]=3)[CH:10]=2)=[CH:6][CH:5]=[C:4]([CH3:29])[N:3]=1. The catalyst class is: 12. (6) Reactant: N1C=CC=CC=1.[Cl:7][C:8]1[C:9]([CH:15]([S:24]([C:27]2[CH:32]=[CH:31][C:30]([Cl:33])=[CH:29][CH:28]=2)(=[O:26])=[O:25])[C:16]2[CH:21]=[C:20]([F:22])[CH:19]=[CH:18][C:17]=2[F:23])=[CH:10][C:11]([NH2:14])=[N:12][CH:13]=1.[CH3:34][S:35](Cl)(=[O:37])=[O:36].C(OCC)(=O)C. Product: [Cl:7][C:8]1[C:9]([CH:15]([S:24]([C:27]2[CH:32]=[CH:31][C:30]([Cl:33])=[CH:29][CH:28]=2)(=[O:26])=[O:25])[C:16]2[CH:21]=[C:20]([F:22])[CH:19]=[CH:18][C:17]=2[F:23])=[CH:10][C:11]([NH:14][S:35]([CH3:34])(=[O:37])=[O:36])=[N:12][CH:13]=1. The catalyst class is: 81.